From a dataset of Reaction yield outcomes from USPTO patents with 853,638 reactions. Predict the reaction yield, written as a fraction of the theoretical maximum amount of product (1.0 means a 100% yield; for example, 0.34 means a 34% yield). The reactants are C([O:8][C:9]([C@@H:11]1[CH2:15][CH2:14][CH2:13][N:12]1[CH2:16][CH2:17][C:18]([O:20][C:21]([CH3:24])([CH3:23])[CH3:22])=[O:19])=[O:10])C1C=CC=CC=1. The catalyst is [Pd]. The product is [C:21]([O:20][C:18]([CH2:17][CH2:16][N:12]1[CH2:13][CH2:14][CH2:15][C@H:11]1[C:9]([OH:10])=[O:8])=[O:19])([CH3:24])([CH3:22])[CH3:23]. The yield is 0.990.